This data is from Full USPTO retrosynthesis dataset with 1.9M reactions from patents (1976-2016). The task is: Predict the reactants needed to synthesize the given product. (1) Given the product [Cl:27][C:28]1[CH:34]=[CH:33][C:31]([NH:32][C:11]([C:10]2[CH:14]=[CH:15][CH:16]=[CH:17][C:9]=2[NH:8][C:6](=[O:7])[C:5]2[CH:18]=[C:19]([C:21]([F:22])([F:24])[F:23])[CH:20]=[C:3]([C:2]([F:1])([F:26])[F:25])[CH:4]=2)=[O:12])=[CH:30][CH:29]=1, predict the reactants needed to synthesize it. The reactants are: [F:1][C:2]([F:26])([F:25])[C:3]1[CH:4]=[C:5]([CH:18]=[C:19]([C:21]([F:24])([F:23])[F:22])[CH:20]=1)[C:6]([NH:8][C:9]1[CH:17]=[CH:16][CH:15]=[CH:14][C:10]=1[C:11](O)=[O:12])=[O:7].[Cl:27][C:28]1[CH:34]=[CH:33][C:31]([NH2:32])=[CH:30][CH:29]=1.O.ON1C2C=CC=CC=2N=N1.Cl.CN(C)CCCN=C=NCC.C(N(CC)C(C)C)(C)C.Cl. (2) The reactants are: [CH3:1][C@@H:2](CCCC1C=CC=CC=1)[C:3](=[O:11])[CH2:4][P:5](=[O:10])([O:8][CH3:9])[O:6][CH3:7].Br[CH2:22][CH2:23][C:24]1[CH:29]=[CH:28][CH:27]=[CH:26][CH:25]=1. Given the product [CH3:1][C@@H:2]([CH2:22][CH2:23][C:24]1[CH:29]=[CH:28][CH:27]=[CH:26][CH:25]=1)[C:3](=[O:11])[CH2:4][P:5](=[O:10])([O:6][CH3:7])[O:8][CH3:9], predict the reactants needed to synthesize it.